Dataset: Forward reaction prediction with 1.9M reactions from USPTO patents (1976-2016). Task: Predict the product of the given reaction. (1) Given the reactants [CH2:1]([O:3][C:4]([C:6]1[CH:7]=[N:8][C:9]2[C:14]([C:15]=1Cl)=[CH:13][CH:12]=[CH:11][C:10]=2[O:17][CH3:18])=[O:5])[CH3:2].[CH2:19]([NH2:23])[CH:20]([CH3:22])[CH3:21], predict the reaction product. The product is: [CH2:1]([O:3][C:4]([C:6]1[CH:7]=[N:8][C:9]2[C:14]([C:15]=1[NH:23][CH2:19][CH:20]([CH3:22])[CH3:21])=[CH:13][CH:12]=[CH:11][C:10]=2[O:17][CH3:18])=[O:5])[CH3:2]. (2) Given the reactants [Cl:1][C:2]1[CH:7]=[C:6]([C:8]2[CH:13]=[N:12][CH:11]=[C:10]([CH3:14])[N:9]=2)[CH:5]=[CH:4][C:3]=1[C:15]1[C:38](=[O:39])[N:37]([CH2:40][CH3:41])[C:18]2[N:19]=[C:20]([NH:23][CH2:24][CH2:25][O:26][CH2:27][CH2:28][NH:29]C(=O)OC(C)(C)C)[N:21]=[CH:22][C:17]=2[CH:16]=1.Cl.CO, predict the reaction product. The product is: [NH2:29][CH2:28][CH2:27][O:26][CH2:25][CH2:24][NH:23][C:20]1[N:21]=[CH:22][C:17]2[CH:16]=[C:15]([C:3]3[CH:4]=[CH:5][C:6]([C:8]4[CH:13]=[N:12][CH:11]=[C:10]([CH3:14])[N:9]=4)=[CH:7][C:2]=3[Cl:1])[C:38](=[O:39])[N:37]([CH2:40][CH3:41])[C:18]=2[N:19]=1. (3) Given the reactants [F:1][C:2]([F:33])([F:32])[CH2:3][NH:4][C:5]([NH:7][C:8]1[CH:9]=[C:10]([N:14]2[C:18]3[CH:19]=[CH:20][C:21]([C:23]4[CH:31]=[CH:30][C:26]([C:27](O)=[O:28])=[CH:25][CH:24]=4)=[CH:22][C:17]=3[N:16]=[CH:15]2)[CH:11]=[CH:12][CH:13]=1)=[O:6].[CH:34]1[CH:39]=[N:38][CH:37]=[C:36]([CH2:40][NH2:41])[CH:35]=1, predict the reaction product. The product is: [N:38]1[CH:39]=[CH:34][CH:35]=[C:36]([CH2:40][NH:41][C:27](=[O:28])[C:26]2[CH:25]=[CH:24][C:23]([C:21]3[CH:20]=[CH:19][C:18]4[N:14]([C:10]5[CH:11]=[CH:12][CH:13]=[C:8]([NH:7][C:5]([NH:4][CH2:3][C:2]([F:1])([F:33])[F:32])=[O:6])[CH:9]=5)[CH:15]=[N:16][C:17]=4[CH:22]=3)=[CH:31][CH:30]=2)[CH:37]=1. (4) Given the reactants [CH2:1]([Mg]Br)[CH:2]=[CH2:3].[CH2:6](Cl)[C:7]#[CH:8].Cl[C:11]([O:13][CH3:14])=[O:12], predict the reaction product. The product is: [C:11]([O:13][CH3:14])(=[O:12])[C:3]#[C:2][CH2:1][CH2:8][CH:7]=[CH2:6]. (5) Given the reactants [CH3:1][O:2][C:3]1[CH:8]=[CH:7][C:6]([N:9]2[C:18]3[C:13](=[CH:14][C:15]([OH:21])=[C:16]([CH3:20])[C:17]=3[CH3:19])[CH2:12][C:11]3([CH2:24][CH2:23][CH2:22]3)[CH2:10]2)=[CH:5][CH:4]=1.[OH-].[Na+].[CH2:27](Br)/[CH:28]=[C:29](/[CH2:31][CH2:32][CH:33]=[C:34]([CH3:36])[CH3:35])\[CH3:30].[NH4+].[Cl-], predict the reaction product. The product is: [CH3:30][C:29]([CH2:31][CH2:32][CH:33]=[C:34]([CH3:36])[CH3:35])=[CH:28][CH2:27][C:14]1[C:15]([OH:21])=[C:16]([CH3:20])[C:17]([CH3:19])=[C:18]2[C:13]=1[CH2:12][C:11]1([CH2:22][CH2:23][CH2:24]1)[CH2:10][N:9]2[C:6]1[CH:7]=[CH:8][C:3]([O:2][CH3:1])=[CH:4][CH:5]=1.